Predict the reactants needed to synthesize the given product. From a dataset of Full USPTO retrosynthesis dataset with 1.9M reactions from patents (1976-2016). (1) Given the product [O:21]=[S:18]1(=[O:5])[CH:17]=[CH:16][N:15]([C:14]2[CH:13]=[CH:12][C:11]([N:22]3[CH2:26][C@H:25]([CH2:27][NH:28][C:29](=[O:31])[CH3:30])[O:24][C:23]3=[O:32])=[CH:10][C:9]=2[F:8])[CH2:20][CH2:19]1, predict the reactants needed to synthesize it. The reactants are: CN1CC[O:5]CC1.[F:8][C:9]1[CH:10]=[C:11]([N:22]2[CH2:26][C@H:25]([CH2:27][NH:28][C:29](=[O:31])[CH3:30])[O:24][C:23]2=[O:32])[CH:12]=[CH:13][C:14]=1[N:15]1[CH2:20][CH2:19][S:18](=[O:21])[CH2:17][CH2:16]1.FC(F)(F)C(OC(=O)C(F)(F)F)=O. (2) Given the product [ClH:38].[NH2:13][C@@H:8]([C:9]([CH3:12])([CH3:11])[CH3:10])[C:7]([N:5]1[CH2:6][C@H:2]([OH:1])[CH2:3][C@H:4]1[C:22]([NH:23][CH2:24][C:25]1[CH:30]=[CH:29][C:28]([C:31]2[S:35][CH:34]=[N:33][C:32]=2[CH3:36])=[CH:27][CH:26]=1)=[O:37])=[O:21], predict the reactants needed to synthesize it. The reactants are: [OH:1][C@H:2]1[CH2:6][N:5]([C:7](=[O:21])[C@@H:8]([NH:13]C(=O)OC(C)(C)C)[C:9]([CH3:12])([CH3:11])[CH3:10])[C@H:4]([C:22](=[O:37])[NH:23][CH2:24][C:25]2[CH:30]=[CH:29][C:28]([C:31]3[S:35][CH:34]=[N:33][C:32]=3[CH3:36])=[CH:27][CH:26]=2)[CH2:3]1.[ClH:38]. (3) Given the product [C:1]([C:3]1[CH:8]=[CH:7][C:6]([CH:9]([CH3:13])[C:10]([NH:28][CH2:27][C:26]2[C:21]([N:16]3[CH2:20][CH2:19][CH2:18][CH2:17]3)=[N:22][C:23]([C:29]([F:32])([F:30])[F:31])=[CH:24][CH:25]=2)=[O:12])=[CH:5][C:4]=1[O:14][CH3:15])#[N:2], predict the reactants needed to synthesize it. The reactants are: [C:1]([C:3]1[CH:8]=[CH:7][C:6]([CH:9]([CH3:13])[C:10]([OH:12])=O)=[CH:5][C:4]=1[O:14][CH3:15])#[N:2].[N:16]1([C:21]2[C:26]([CH2:27][NH2:28])=[CH:25][CH:24]=[C:23]([C:29]([F:32])([F:31])[F:30])[N:22]=2)[CH2:20][CH2:19][CH2:18][CH2:17]1.CN(C)CCCN=C=NCC.ON1C2C=CC=CC=2N=N1.C(N(CC)CC)C. (4) Given the product [CH3:1][C:2]([CH3:26])([CH3:25])[C:3]([O:5][CH2:6][N:7]1[C:15]2[N:14]=[CH:13][N:12]([CH2:16][C:17]3[CH:22]=[CH:21][CH:20]=[CH:19][CH:18]=3)[C:11]=2[C:10](=[O:23])[N:9]([CH2:28][CH2:29][C:30]2[CH:35]=[CH:34][CH:33]=[CH:32][CH:31]=2)[C:8]1=[O:24])=[O:4], predict the reactants needed to synthesize it. The reactants are: [CH3:1][C:2]([CH3:26])([CH3:25])[C:3]([O:5][CH2:6][N:7]1[C:15]2[N:14]=[CH:13][N:12]([CH2:16][C:17]3[CH:22]=[CH:21][CH:20]=[CH:19][CH:18]=3)[C:11]=2[C:10](=[O:23])[NH:9][C:8]1=[O:24])=[O:4].Br[CH2:28][CH2:29][C:30]1[CH:35]=[CH:34][CH:33]=[CH:32][CH:31]=1.C(=O)([O-])[O-].[K+].[K+]. (5) Given the product [Br:12][CH2:13][CH2:14][CH2:15][CH2:16][CH2:17][S:1][C:2]1[CH:3]=[CH:4][C:5]([C:6]([O:8][CH3:9])=[O:7])=[CH:10][CH:11]=1, predict the reactants needed to synthesize it. The reactants are: [SH:1][C:2]1[CH:11]=[CH:10][C:5]([C:6]([O:8][CH3:9])=[O:7])=[CH:4][CH:3]=1.[Br:12][CH2:13][CH2:14][CH2:15][CH2:16][CH2:17]Br.C(=O)([O-])[O-].[K+].[K+].O. (6) Given the product [CH2:1]([O:3][C:4]([N:6]1[CH2:11][CH2:10][N:9]([C:12](=[O:38])[C@@H:13]([NH:23][C:24]([C:26]2[CH:30]=[C:29]([O:31][CH2:40][C:41]([O:43][CH2:44][C:45]3[CH:50]=[CH:49][CH:48]=[CH:47][CH:46]=3)=[O:42])[N:28]([C:32]3[CH:37]=[CH:36][CH:35]=[CH:34][CH:33]=3)[N:27]=2)=[O:25])[CH2:14][CH2:15][C:16]([O:18][C:19]([CH3:22])([CH3:21])[CH3:20])=[O:17])[CH2:8][CH2:7]1)=[O:5])[CH3:2], predict the reactants needed to synthesize it. The reactants are: [CH2:1]([O:3][C:4]([N:6]1[CH2:11][CH2:10][N:9]([C:12](=[O:38])[C@@H:13]([NH:23][C:24]([C:26]2[CH:30]=[C:29]([OH:31])[N:28]([C:32]3[CH:37]=[CH:36][CH:35]=[CH:34][CH:33]=3)[N:27]=2)=[O:25])[CH2:14][CH2:15][C:16]([O:18][C:19]([CH3:22])([CH3:21])[CH3:20])=[O:17])[CH2:8][CH2:7]1)=[O:5])[CH3:2].Br[CH2:40][C:41]([O:43][CH2:44][C:45]1[CH:50]=[CH:49][CH:48]=[CH:47][CH:46]=1)=[O:42].C(=O)([O-])[O-].[Cs+].[Cs+]. (7) Given the product [C:32]([C:2]1[CH:3]=[CH:4][C:5]([C:8]2[C:9](=[O:30])[N:10]([CH2:18][C:19]([NH:21][C:22]3[CH:27]=[CH:26][C:25]([F:28])=[C:24]([F:29])[CH:23]=3)=[O:20])[C:11]3([CH2:17][CH2:16][CH2:15][CH2:14][CH2:13]3)[N:12]=2)=[CH:6][CH:7]=1)#[N:33], predict the reactants needed to synthesize it. The reactants are: Br[C:2]1[CH:7]=[CH:6][C:5]([C:8]2[C:9](=[O:30])[N:10]([CH2:18][C:19]([NH:21][C:22]3[CH:27]=[CH:26][C:25]([F:28])=[C:24]([F:29])[CH:23]=3)=[O:20])[C:11]3([CH2:17][CH2:16][CH2:15][CH2:14][CH2:13]3)[N:12]=2)=[CH:4][CH:3]=1.[Cu][C:32]#[N:33].[OH-].[NH4+]. (8) Given the product [CH2:25]([O:1][C:2]1[CH:11]=[C:10]2[C:5]([CH2:6][CH2:7][CH:8]([C:12]([O:14][CH2:15][CH3:16])=[O:13])[O:9]2)=[CH:4][CH:3]=1)[C:26]1[CH:31]=[CH:30][CH:29]=[CH:28][CH:27]=1, predict the reactants needed to synthesize it. The reactants are: [OH:1][C:2]1[CH:11]=[C:10]2[C:5]([CH2:6][CH2:7][CH:8]([C:12]([O:14][CH2:15][CH3:16])=[O:13])[O:9]2)=[CH:4][CH:3]=1.C(=O)([O-])[O-].[K+].[K+].[I-].[K+].[CH2:25](Cl)[C:26]1[CH:31]=[CH:30][CH:29]=[CH:28][CH:27]=1.